Dataset: Forward reaction prediction with 1.9M reactions from USPTO patents (1976-2016). Task: Predict the product of the given reaction. (1) Given the reactants [F:1][C:2]([F:13])([F:12])[C:3]1[NH:11][C:6]2=[N:7][CH:8]=[CH:9][CH:10]=[C:5]2[CH:4]=1.ClC1C=C(C=CC=1)C(OO)=[O:19], predict the reaction product. The product is: [F:13][C:2]([F:1])([F:12])[C:3]1[NH:11][C:6]2=[N+:7]([O-:19])[CH:8]=[CH:9][CH:10]=[C:5]2[CH:4]=1. (2) Given the reactants Br[C:2]1[CH:34]=[CH:33][C:5]([CH2:6][N:7]2[C:11]3[CH:12]=[C:13]([O:16][CH2:17][C:18]4[CH:22]=[CH:21][N:20]([CH3:23])[N:19]=4)[CH:14]=[CH:15][C:10]=3[N:9]=[C:8]2[CH2:24][C:25]([CH2:31][CH3:32])([CH2:29][CH3:30])[C:26]([OH:28])=[O:27])=[CH:4][CH:3]=1.[F:35][C:36]1([F:41])[CH2:40][CH2:39][NH:38][CH2:37]1, predict the reaction product. The product is: [F:35][C:36]1([F:41])[CH2:40][CH2:39][N:38]([C:2]2[CH:34]=[CH:33][C:5]([CH2:6][N:7]3[C:11]4[CH:12]=[C:13]([O:16][CH2:17][C:18]5[CH:22]=[CH:21][N:20]([CH3:23])[N:19]=5)[CH:14]=[CH:15][C:10]=4[N:9]=[C:8]3[CH2:24][C:25]([CH2:31][CH3:32])([CH2:29][CH3:30])[C:26]([OH:28])=[O:27])=[CH:4][CH:3]=2)[CH2:37]1. (3) Given the reactants [Cl:1][C:2]1[CH:3]=[C:4]([CH:18]=[CH:19][CH:20]=1)[CH2:5][CH:6]1[C:13]2[CH:12]=[C:11]([C:14]([O:16]C)=[O:15])[NH:10][C:9]=2[CH2:8][CH2:7]1.[OH-].[Li+].CO, predict the reaction product. The product is: [Cl:1][C:2]1[CH:3]=[C:4]([CH:18]=[CH:19][CH:20]=1)[CH2:5][CH:6]1[C:13]2[CH:12]=[C:11]([C:14]([OH:16])=[O:15])[NH:10][C:9]=2[CH2:8][CH2:7]1.